From a dataset of Peptide-MHC class II binding affinity with 134,281 pairs from IEDB. Regression. Given a peptide amino acid sequence and an MHC pseudo amino acid sequence, predict their binding affinity value. This is MHC class II binding data. (1) The peptide sequence is VIGLYGNGILVGDNS. The MHC is DRB3_0101 with pseudo-sequence DRB3_0101. The binding affinity (normalized) is 0.433. (2) The peptide sequence is TINAVASRKASNTIL. The MHC is DRB3_0301 with pseudo-sequence DRB3_0301. The binding affinity (normalized) is 0.575. (3) The peptide sequence is GELQIVWKIDAAFKI. The MHC is DRB1_0802 with pseudo-sequence DRB1_0802. The binding affinity (normalized) is 0.533. (4) The peptide sequence is PAAAAAVDPAPTPPT. The MHC is H-2-IAd with pseudo-sequence H-2-IAd. The binding affinity (normalized) is 0.322. (5) The peptide sequence is GILQAYDLRDAPETP. The MHC is HLA-DPA10103-DPB10401 with pseudo-sequence HLA-DPA10103-DPB10401. The binding affinity (normalized) is 0.0247.